This data is from Peptide-MHC class I binding affinity with 185,985 pairs from IEDB/IMGT. The task is: Regression. Given a peptide amino acid sequence and an MHC pseudo amino acid sequence, predict their binding affinity value. This is MHC class I binding data. (1) The binding affinity (normalized) is 0.780. The peptide sequence is ARWLFPVYL. The MHC is HLA-B27:05 with pseudo-sequence HLA-B27:05. (2) The peptide sequence is FPVRPQVPL. The MHC is HLA-B08:01 with pseudo-sequence HLA-B08:01. The binding affinity (normalized) is 0.481. (3) The peptide sequence is YCNYSKFWYL. The MHC is H-2-Db with pseudo-sequence H-2-Db. The binding affinity (normalized) is 0.530. (4) The peptide sequence is QVGIFLICK. The MHC is HLA-A69:01 with pseudo-sequence HLA-A69:01. The binding affinity (normalized) is 0.0847. (5) The peptide sequence is CARRRLRTL. The MHC is HLA-A02:11 with pseudo-sequence HLA-A02:11. The binding affinity (normalized) is 0.0847.